From a dataset of Reaction yield outcomes from USPTO patents with 853,638 reactions. Predict the reaction yield, written as a fraction of the theoretical maximum amount of product (1.0 means a 100% yield; for example, 0.34 means a 34% yield). The reactants are [Cl:1][C:2]1[CH:10]=[C:6]([C:7]([OH:9])=O)[C:5]([OH:11])=[CH:4][CH:3]=1.[NH2:12][C:13]1[CH:14]=[C:15]([C:19]2[CH:24]=[CH:23][CH:22]=[CH:21][CH:20]=2)[CH:16]=[CH:17][CH:18]=1. No catalyst specified. The product is [C:15]1([C:19]2[CH:20]=[CH:21][CH:22]=[CH:23][CH:24]=2)[CH:16]=[CH:17][CH:18]=[C:13]([NH:12][C:7](=[O:9])[C:6]2[CH:10]=[C:2]([Cl:1])[CH:3]=[CH:4][C:5]=2[OH:11])[CH:14]=1. The yield is 0.756.